This data is from NCI-60 drug combinations with 297,098 pairs across 59 cell lines. The task is: Regression. Given two drug SMILES strings and cell line genomic features, predict the synergy score measuring deviation from expected non-interaction effect. Drug 1: CCC1(CC2CC(C3=C(CCN(C2)C1)C4=CC=CC=C4N3)(C5=C(C=C6C(=C5)C78CCN9C7C(C=CC9)(C(C(C8N6C=O)(C(=O)OC)O)OC(=O)C)CC)OC)C(=O)OC)O.OS(=O)(=O)O. Drug 2: CCC1(CC2CC(C3=C(CCN(C2)C1)C4=CC=CC=C4N3)(C5=C(C=C6C(=C5)C78CCN9C7C(C=CC9)(C(C(C8N6C)(C(=O)OC)O)OC(=O)C)CC)OC)C(=O)OC)O.OS(=O)(=O)O. Cell line: MCF7. Synergy scores: CSS=27.0, Synergy_ZIP=-3.00, Synergy_Bliss=6.07, Synergy_Loewe=3.97, Synergy_HSA=4.51.